Dataset: Full USPTO retrosynthesis dataset with 1.9M reactions from patents (1976-2016). Task: Predict the reactants needed to synthesize the given product. (1) The reactants are: Cl.[CH2:2]([C:4]1[S:24][C:7]2[N:8]=[C:9]([S:18][CH2:19][C:20]([O:22][CH3:23])=[O:21])[N:10]=[C:11]([N:12]3[CH2:17][CH2:16][NH:15][CH2:14][CH2:13]3)[C:6]=2[CH:5]=1)[CH3:3].C(N(C(C)C)CC)(C)C.[C:34]([C:36]1[CH:44]=[CH:43][C:39]([C:40](Cl)=[O:41])=[CH:38][CH:37]=1)#[N:35]. Given the product [C:34]([C:36]1[CH:44]=[CH:43][C:39]([C:40]([N:15]2[CH2:16][CH2:17][N:12]([C:11]3[C:6]4[CH:5]=[C:4]([CH2:2][CH3:3])[S:24][C:7]=4[N:8]=[C:9]([S:18][CH2:19][C:20]([O:22][CH3:23])=[O:21])[N:10]=3)[CH2:13][CH2:14]2)=[O:41])=[CH:38][CH:37]=1)#[N:35], predict the reactants needed to synthesize it. (2) Given the product [ClH:51].[NH2:35][CH2:34][C:33]([O:32][C@H:30]([CH3:31])[CH2:29][N:26]1[C:27]([CH3:28])=[C:23]([C:21](=[O:22])[NH:20][C:17]2[CH:16]=[CH:15][C:14]([O:13][C:7]3[C:6]4[C:11](=[CH:12][C:3]([O:2][CH3:1])=[CH:4][CH:5]=4)[N:10]=[CH:9][CH:8]=3)=[CH:19][N:18]=2)[C:24](=[O:50])[N:25]1[C:44]1[CH:45]=[CH:46][CH:47]=[CH:48][CH:49]=1)=[O:43], predict the reactants needed to synthesize it. The reactants are: [CH3:1][O:2][C:3]1[CH:12]=[C:11]2[C:6]([C:7]([O:13][C:14]3[CH:15]=[CH:16][C:17]([NH:20][C:21]([C:23]4[C:24](=[O:50])[N:25]([C:44]5[CH:49]=[CH:48][CH:47]=[CH:46][CH:45]=5)[N:26]([CH2:29][C@H:30]([O:32][C:33](=[O:43])[CH2:34][NH:35]C(OC(C)(C)C)=O)[CH3:31])[C:27]=4[CH3:28])=[O:22])=[N:18][CH:19]=3)=[CH:8][CH:9]=[N:10]2)=[CH:5][CH:4]=1.[ClH:51]. (3) Given the product [CH:29]1[C:24]2[CH2:23][CH2:22][C:21]3[CH:30]=[CH:31][CH:32]=[CH:33][C:20]=3[C:19](=[CH:18][C:16]3[CH:15]=[CH:14][C:13]4[O:34][C:2](=[O:3])[NH:11][C:12]=4[CH:17]=3)[C:25]=2[CH:26]=[CH:27][CH:28]=1, predict the reactants needed to synthesize it. The reactants are: Cl[C:2](OC1C=CC=CC=1)=[O:3].[NH2:11][C:12]1[CH:17]=[C:16]([CH:18]=[C:19]2[C:25]3[CH:26]=[CH:27][CH:28]=[CH:29][C:24]=3[CH2:23][CH2:22][C:21]3[CH:30]=[CH:31][CH:32]=[CH:33][C:20]2=3)[CH:15]=[CH:14][C:13]=1[OH:34].C([O-])(O)=O.[Na+].[OH-].[Na+].Cl. (4) The reactants are: C([O:8][N:9]1[C:15](=[O:16])[N:14]2[CH2:17][C@H:10]1[CH2:11][CH2:12][C@H:13]2[C:18]([NH:20][O:21][C@H:22]1[CH2:26][CH2:25][N:24]([CH3:27])[CH2:23]1)=[O:19])C1C=CC=CC=1. Given the product [OH:8][N:9]1[C:15](=[O:16])[N:14]2[CH2:17][C@H:10]1[CH2:11][CH2:12][C@H:13]2[C:18]([NH:20][O:21][C@H:22]1[CH2:26][CH2:25][N:24]([CH3:27])[CH2:23]1)=[O:19], predict the reactants needed to synthesize it. (5) Given the product [N:1]1[CH:6]=[CH:5][CH:4]=[CH:3][C:2]=1[C:7]1[C:11]([NH:12][C:13]2[N:14]=[CH:15][C:16]([NH:19][C:30]([CH:27]3[CH2:29][CH2:28]3)=[O:31])=[CH:17][CH:18]=2)=[CH:10][NH:9][N:8]=1, predict the reactants needed to synthesize it. The reactants are: [N:1]1[CH:6]=[CH:5][CH:4]=[CH:3][C:2]=1[C:7]1[C:11]([NH:12][C:13]2[CH:18]=[CH:17][C:16]([NH2:19])=[CH:15][N:14]=2)=[CH:10][NH:9][N:8]=1.CCN(CC)CC.[CH:27]1([C:30](Cl)=[O:31])[CH2:29][CH2:28]1. (6) Given the product [Cl:1][C:2]1[C:16]([O:21][CH3:18])=[C:30]([CH:5]=[CH:4][CH:3]=1)[CH:29]=[O:28], predict the reactants needed to synthesize it. The reactants are: [Cl:1][C:2]1[CH:16]=CC=[C:4]([CH2:5]C2C=CC=CC=2C=O)[C:3]=1O.[C:18](=[O:21])([O-])[O-].[K+].[K+].CI.C([O:28][CH2:29][CH3:30])C. (7) Given the product [Cl:1][C:2]1[CH:7]=[CH:6][C:5]([C:8]2[CH:12]=[N:23][NH:22][C:10](=[O:11])[C:9]=2[C:14]2[CH:21]=[CH:20][C:17]([C:18]#[N:19])=[CH:16][CH:15]=2)=[CH:4][CH:3]=1, predict the reactants needed to synthesize it. The reactants are: [Cl:1][C:2]1[CH:7]=[CH:6][C:5]([C:8]2[CH2:12][O:11][C:10](=O)[C:9]=2[C:14]2[CH:21]=[CH:20][C:17]([C:18]#[N:19])=[CH:16][CH:15]=2)=[CH:4][CH:3]=1.[N:22](C(OC(C)(C)C)=O)=[N:23]C(OC(C)(C)C)=O.Cl.CC([O-])=O.[Na+]. (8) Given the product [N+:1]([C:4]1[N:5]([CH2:10][CH2:11][CH2:12][CH2:13][CH2:14][O:15][Si:16]([CH3:19])([CH3:18])[CH3:17])[CH:6]=[CH:7][N:8]=1)([O-:3])=[O:2], predict the reactants needed to synthesize it. The reactants are: [N+:1]([C:4]1[NH:5][CH:6]=[CH:7][N:8]=1)([O-:3])=[O:2].Br[CH2:10][CH2:11][CH2:12][CH2:13][CH2:14][O:15][Si:16]([CH3:19])([CH3:18])[CH3:17].C(=O)([O-])[O-].[K+].[K+].CCCCCC.